This data is from Forward reaction prediction with 1.9M reactions from USPTO patents (1976-2016). The task is: Predict the product of the given reaction. (1) The product is: [C:21]([NH:23][CH:7]1[C:6]2[CH:15]=[C:2]([Cl:1])[CH:3]=[CH:4][C:5]=2[O:13][C:9]2([CH2:12][CH2:11][CH2:10]2)[CH2:8]1)(=[O:17])[CH3:22]. Given the reactants [Cl:1][C:2]1[CH:3]=[CH:4][C:5]2[O:13][C:9]3([CH2:12][CH2:11][CH2:10]3)[CH2:8][CH:7](O)[C:6]=2[CH:15]=1.S(=O)(=O)(O)[OH:17].[C:21](#[N:23])[CH3:22], predict the reaction product. (2) Given the reactants [Cl:1][C:2]1[CH:3]=[CH:4][CH:5]=[C:6]2[C:10]=1[C:9](=[O:11])[N:8]([CH:12]([CH:18]([CH3:20])[CH3:19])[C:13]([O:15]CC)=[O:14])[CH2:7]2.[OH-].[Na+], predict the reaction product. The product is: [Cl:1][C:2]1[CH:3]=[CH:4][CH:5]=[C:6]2[C:10]=1[C:9](=[O:11])[N:8]([CH:12]([CH:18]([CH3:20])[CH3:19])[C:13]([OH:15])=[O:14])[CH2:7]2. (3) Given the reactants ClC(N(C)C)=C(C)C.[CH3:9][N:10]1[CH2:16][CH2:15][O:14][C:13]2[CH:17]=[C:18]([O:21][C:22]3[CH:23]=[C:24]([CH:28]=[C:29]([O:31][C@@H:32]([CH3:36])[CH2:33][O:34][CH3:35])[CH:30]=3)[C:25](O)=[O:26])[CH:19]=[CH:20][C:12]=2[S:11]1(=[O:38])=[O:37].[NH2:39][C:40]1[CH:44]=[CH:43][N:42]([C:45]([O:47][C:48]([CH3:51])([CH3:50])[CH3:49])=[O:46])[N:41]=1.N1C=CC=CC=1, predict the reaction product. The product is: [CH3:9][N:10]1[CH2:16][CH2:15][O:14][C:13]2[CH:17]=[C:18]([O:21][C:22]3[CH:23]=[C:24]([C:25]([NH:39][C:40]4[CH:44]=[CH:43][N:42]([C:45]([O:47][C:48]([CH3:51])([CH3:50])[CH3:49])=[O:46])[N:41]=4)=[O:26])[CH:28]=[C:29]([O:31][C@@H:32]([CH3:36])[CH2:33][O:34][CH3:35])[CH:30]=3)[CH:19]=[CH:20][C:12]=2[S:11]1(=[O:37])=[O:38]. (4) Given the reactants [C:1]([O:5][C:6](=[O:12])[CH2:7][CH2:8][C:9]([OH:11])=[O:10])([CH3:4])([CH3:3])[CH3:2].C(N(C(C)C)CC)(C)C.[C:22]([O:25][CH:26](Br)[CH3:27])(=[O:24])[CH3:23], predict the reaction product. The product is: [C:1]([O:5][C:6](=[O:12])[CH2:7][CH2:8][C:9]([O:11][CH:26]([O:25][C:22](=[O:24])[CH3:23])[CH3:27])=[O:10])([CH3:4])([CH3:2])[CH3:3]. (5) Given the reactants [CH3:1][O:2][C:3]1[CH:8]=[CH:7][N:6]=[C:5]2[NH:9][CH:10]=[C:11]([CH:12]([C:17]3[CH:22]=[CH:21][CH:20]=[CH:19][CH:18]=3)[CH2:13][C:14]([OH:16])=O)[C:4]=12.C1C[N:26]([P+](ON2N=NC3C=CC=CC2=3)(N2CCCC2)N2CCCC2)[CH2:25]C1.F[P-](F)(F)(F)(F)F.CN, predict the reaction product. The product is: [CH3:1][O:2][C:3]1[CH:8]=[CH:7][N:6]=[C:5]2[NH:9][CH:10]=[C:11]([CH:12]([C:17]3[CH:22]=[CH:21][CH:20]=[CH:19][CH:18]=3)[CH2:13][C:14]([NH:26][CH3:25])=[O:16])[C:4]=12. (6) Given the reactants [F:1][C:2]1[CH:3]=[C:4]([CH:20]=[C:21]([F:23])[CH:22]=1)[CH2:5][C@H:6]([NH:12][C:13](=[O:19])[O:14][C:15]([CH3:18])([CH3:17])[CH3:16])[C@H:7]([OH:11])[CH2:8][CH:9]=[CH2:10].[NH+]1C=C[CH:27]=[CH:26][CH:25]=1.COC(OC)(C)C, predict the reaction product. The product is: [CH2:8]([C@H:7]1[O:11][C:26]([CH3:27])([CH3:25])[N:12]([C:13]([O:14][C:15]([CH3:16])([CH3:17])[CH3:18])=[O:19])[C@H:6]1[CH2:5][C:4]1[CH:3]=[C:2]([F:1])[CH:22]=[C:21]([F:23])[CH:20]=1)[CH:9]=[CH2:10]. (7) Given the reactants [NH2:1][C:2]1[CH:3]=[C:4]([CH:29]=[CH:30][CH:31]=1)[C:5]([NH:7][C:8]1[C:13]([CH3:14])=[CH:12][C:11]([C:15]([C:21]2[CH:26]=[CH:25][C:24]([F:27])=[CH:23][CH:22]=2)([OH:20])[C:16]([F:19])([F:18])[F:17])=[CH:10][C:9]=1[CH3:28])=[O:6].[C:32](Cl)(=[O:39])[C:33]1[CH:38]=[CH:37][CH:36]=[CH:35][CH:34]=1.N1C=CC=CC=1, predict the reaction product. The product is: [C:32]([NH:1][C:2]1[CH:3]=[C:4]([CH:29]=[CH:30][CH:31]=1)[C:5]([NH:7][C:8]1[C:13]([CH3:14])=[CH:12][C:11]([C:15]([C:21]2[CH:26]=[CH:25][C:24]([F:27])=[CH:23][CH:22]=2)([OH:20])[C:16]([F:17])([F:18])[F:19])=[CH:10][C:9]=1[CH3:28])=[O:6])(=[O:39])[C:33]1[CH:38]=[CH:37][CH:36]=[CH:35][CH:34]=1. (8) Given the reactants [Br:1][C:2]1[CH:3]=[C:4]2[C:13](=[CH:14][C:15]=1[F:16])[CH:12]1[CH2:17][CH:10]([CH2:11]1)[N:9]1[C:5]2=[N:6][C:7]([C:18]([NH2:20])=[O:19])=[CH:8]1.[I:21]N1C(=O)CCC1=O, predict the reaction product. The product is: [F:16][C:15]1[C:2]([Br:1])=[CH:3][C:4]2[C:5]3[N:9]([CH:10]4[CH2:11][CH:12]([C:13]=2[CH:14]=1)[CH2:17]4)[C:8]([I:21])=[C:7]([C:18]([NH2:20])=[O:19])[N:6]=3. (9) Given the reactants CC(C)([O-])C.[K+].[Cl:7][C:8]1[CH:13]=[CH:12][C:11]([N+:14]([O-:16])=[O:15])=[CH:10][CH:9]=1.Cl[CH2:18][C:19]([O:21][CH2:22][CH3:23])=[O:20].Cl, predict the reaction product. The product is: [Cl:7][C:8]1[CH:13]=[CH:12][C:11]([N+:14]([O-:16])=[O:15])=[C:10]([CH2:18][C:19]([O:21][CH2:22][CH3:23])=[O:20])[CH:9]=1.